This data is from Reaction yield outcomes from USPTO patents with 853,638 reactions. The task is: Predict the reaction yield, written as a fraction of the theoretical maximum amount of product (1.0 means a 100% yield; for example, 0.34 means a 34% yield). (1) The yield is 0.880. The reactants are [Br:1][C:2]1[CH:3]=[C:4]([CH2:10][O:11][CH:12]2[CH2:17][CH2:16][CH2:15][CH2:14][O:13]2)[C:5]([NH:8][NH2:9])=[N:6][CH:7]=1.[CH2:18](OC(OCC)OCC)C. No catalyst specified. The product is [Br:1][C:2]1[CH:3]=[C:4]([CH2:10][O:11][CH:12]2[CH2:17][CH2:16][CH2:15][CH2:14][O:13]2)[C:5]2[N:6]([CH:18]=[N:9][N:8]=2)[CH:7]=1. (2) The reactants are Br[C:2]1[CH:7]=[CH:6][CH:5]=[CH:4][C:3]=1[CH:8]([C:14]1[CH:19]=[CH:18][CH:17]=[CH:16][CH:15]=1)[CH2:9][O:10][CH2:11][O:12][CH3:13].[B:20]1([B:20]2[O:24][C:23]([CH3:26])([CH3:25])[C:22]([CH3:28])([CH3:27])[O:21]2)[O:24][C:23]([CH3:26])([CH3:25])[C:22]([CH3:28])([CH3:27])[O:21]1.C([O-])(=O)C.[K+]. The catalyst is O1CCOCC1.C1C=CC(P(C2C=CC=CC=2)[C-]2C=CC=C2)=CC=1.C1C=CC(P(C2C=CC=CC=2)[C-]2C=CC=C2)=CC=1.Cl[Pd]Cl.[Fe+2]. The product is [CH3:13][O:12][CH2:11][O:10][CH2:9][CH:8]([C:3]1[CH:4]=[CH:5][CH:6]=[CH:7][C:2]=1[B:20]1[O:24][C:23]([CH3:26])([CH3:25])[C:22]([CH3:28])([CH3:27])[O:21]1)[C:14]1[CH:19]=[CH:18][CH:17]=[CH:16][CH:15]=1. The yield is 0.520. (3) The yield is 0.850. The reactants are [N+:1]([C:4]1[CH:5]=[C:6]([OH:10])[CH:7]=[CH:8][CH:9]=1)([O-:3])=[O:2].[C:11]([O-:14])([O-])=[O:12].[K+].[K+].[CH3:17][CH2:18][CH2:19]CCCC.[CH3:24]N(C=O)C. The catalyst is C(OCC)(=O)C.O. The product is [CH3:24][O:14][C:11](=[O:12])[CH2:17][CH2:18][CH2:19][O:10][C:6]1[CH:7]=[CH:8][CH:9]=[C:4]([N+:1]([O-:3])=[O:2])[CH:5]=1. (4) The reactants are Br[C:2]1[CH:7]=[CH:6][C:5]([C:8]([OH:13])([CH2:11][CH3:12])[CH2:9][CH3:10])=[CH:4][C:3]=1[CH3:14].O1CCCC1.C([Li])CCC.[B:25](OC(C)C)([O:30]C(C)C)[O:26]C(C)C. The catalyst is CCCCCC. The product is [CH2:9]([C:8]([C:5]1[CH:6]=[CH:7][C:2]([B:25]([OH:30])[OH:26])=[C:3]([CH3:14])[CH:4]=1)([OH:13])[CH2:11][CH3:12])[CH3:10]. The yield is 0.710. (5) The reactants are [CH2:1]([O:8][C:9]([NH:11][CH:12](O)[C:13]([OH:15])=[O:14])=[O:10])[C:2]1[CH:7]=[CH:6][CH:5]=[CH:4][CH:3]=1.[CH3:17][C:18]1[CH:23]=[CH:22][CH:21]=[CH:20][C:19]=1[O:24][CH3:25].S(=O)(=O)(O)O. The catalyst is C(O)(=O)C. The product is [CH2:1]([O:8][C:9]([NH:11][CH:12]([C:22]1[CH:21]=[CH:20][C:19]([O:24][CH3:25])=[C:18]([CH3:17])[CH:23]=1)[C:13]([OH:15])=[O:14])=[O:10])[C:2]1[CH:7]=[CH:6][CH:5]=[CH:4][CH:3]=1. The yield is 1.00. (6) The yield is 0.650. The catalyst is C(O)(=O)C. The reactants are [I:1][C:2]1[CH:3]=[C:4]2[C:8](=[CH:9][CH:10]=1)[NH:7][C:6](=[O:11])[C:5]2=O.[OH:13][C:14]1[CH:15]=[C:16]([CH:21]=[CH:22][CH:23]=1)[C:17]([NH:19][NH2:20])=[O:18]. The product is [OH:13][C:14]1[CH:15]=[C:16]([CH:21]=[CH:22][CH:23]=1)[C:17]([NH:19][N:20]=[C:5]1[C:4]2[C:8](=[CH:9][CH:10]=[C:2]([I:1])[CH:3]=2)[NH:7][C:6]1=[O:11])=[O:18]. (7) The reactants are S(=O)(=O)(O)O.[I:6][CH2:7][CH2:8][CH2:9][C:10]([OH:12])=[O:11].[CH2:13]=[C:14]([CH3:16])[CH3:15].C(=O)(O)[O-].[Na+]. The catalyst is O1CCOCC1. The product is [I:6][CH2:7][CH2:8][CH2:9][C:10]([O:12][C:14]([CH3:16])([CH3:15])[CH3:13])=[O:11]. The yield is 0.610. (8) The catalyst is C(#N)C. The yield is 0.450. The product is [NH2:1][C:2]1[CH:10]=[C:9]([F:11])[CH:8]=[CH:7][C:3]=1[C:4]([NH:25][CH:26]1[CH2:31][CH2:30][C:29](=[O:32])[NH:28][C:27]1=[O:33])=[O:6]. The reactants are [NH2:1][C:2]1[CH:10]=[C:9]([F:11])[CH:8]=[CH:7][C:3]=1[C:4]([OH:6])=O.C1N=CN(C(N2C=NC=C2)=O)C=1.Cl.[NH2:25][CH:26]1[CH2:31][CH2:30][C:29](=[O:32])[NH:28][C:27]1=[O:33].C(=O)([O-])O.[Na+]. (9) The catalyst is C(Cl)Cl. The reactants are [Cl:1][C:2]1[CH:7]=[CH:6][C:5]([CH2:8][C@H:9]([NH:13][C:14](=[O:20])[O:15][C:16]([CH3:19])([CH3:18])[CH3:17])[CH2:10][CH2:11][OH:12])=[CH:4][CH:3]=1.[CH3:21][S:22](Cl)(=[O:24])=[O:23]. The product is [CH3:21][S:22]([O:12][CH2:11][CH2:10][C@@H:9]([NH:13][C:14]([O:15][C:16]([CH3:17])([CH3:19])[CH3:18])=[O:20])[CH2:8][C:5]1[CH:6]=[CH:7][C:2]([Cl:1])=[CH:3][CH:4]=1)(=[O:24])=[O:23]. The yield is 0.940.